From a dataset of Reaction yield outcomes from USPTO patents with 853,638 reactions. Predict the reaction yield, written as a fraction of the theoretical maximum amount of product (1.0 means a 100% yield; for example, 0.34 means a 34% yield). (1) The reactants are [C:1]([O:5][C:6]([N:8]1[CH2:13][C:12](=[O:14])[N:11]([C:15]2[CH:20]=[CH:19][C:18]([OH:21])=[CH:17][CH:16]=2)[C@@H:10]([CH2:22][OH:23])[CH2:9]1)=[O:7])([CH3:4])([CH3:3])[CH3:2].C(=O)([O-])[O-].[Cs+].[Cs+].[CH2:30](Br)[C:31]1[CH:36]=[CH:35][CH:34]=[CH:33][CH:32]=1. The catalyst is C(#N)C. The product is [C:1]([O:5][C:6]([N:8]1[CH2:13][C:12](=[O:14])[N:11]([C:15]2[CH:16]=[CH:17][C:18]([O:21][CH2:30][C:31]3[CH:36]=[CH:35][CH:34]=[CH:33][CH:32]=3)=[CH:19][CH:20]=2)[C@@H:10]([CH2:22][OH:23])[CH2:9]1)=[O:7])([CH3:4])([CH3:3])[CH3:2]. The yield is 0.521. (2) The reactants are [N+:1]([C:4]1[CH:5]=[C:6]2[C:10](=[CH:11][CH:12]=1)[N:9]([CH2:13][C:14]1[CH:19]=[CH:18][CH:17]=[C:16]([F:20])[CH:15]=1)[N:8]=[CH:7]2)([O-])=O. The catalyst is C(O)(=O)C.CCOC(C)=O.[Fe]. The product is [NH2:1][C:4]1[CH:5]=[C:6]2[C:10](=[CH:11][CH:12]=1)[N:9]([CH2:13][C:14]1[CH:19]=[CH:18][CH:17]=[C:16]([F:20])[CH:15]=1)[N:8]=[CH:7]2. The yield is 0.760. (3) The reactants are Br[C:2]1[CH:31]=[CH:30][C:5]2[C:6]3[N:7]([CH:11]=[C:12]([C:14]4[N:18]([C:19]5[CH:24]=[CH:23][CH:22]=[CH:21][C:20]=5[Cl:25])[N:17]=[C:16]([NH:26][C:27](=[O:29])[OH:28])[N:15]=4)[N:13]=3)[CH2:8][CH2:9][O:10][C:4]=2[CH:3]=1.[Cl:32][C:33]1[CH:38]=[CH:37][C:36](B(O)O)=[CH:35][CH:34]=1.C([O-])([O-])=O.[Cs+].[Cs+]. The catalyst is O1CCOCC1.O.C1C=CC(P(C2C=CC=CC=2)[C-]2C=CC=C2)=CC=1.C1C=CC(P(C2C=CC=CC=2)[C-]2C=CC=C2)=CC=1.Cl[Pd]Cl.[Fe+2]. The yield is 0.210. The product is [Cl:25][C:20]1[CH:21]=[CH:22][CH:23]=[CH:24][C:19]=1[N:18]1[C:14]([C:12]2[N:13]=[C:6]3[C:5]4[CH:30]=[CH:31][C:2]([C:36]5[CH:37]=[CH:38][C:33]([Cl:32])=[CH:34][CH:35]=5)=[CH:3][C:4]=4[O:10][CH2:9][CH2:8][N:7]3[CH:11]=2)=[N:15][C:16]([NH:26][C:27](=[O:29])[OH:28])=[N:17]1. (4) The reactants are [C@@H:1]1([N:9]2[CH:17]=[C:15]([CH3:16])[C:13](=[O:14])[NH:12][C:10]2=[O:11])[O:8][C@H:5]([CH2:6][OH:7])[C@@H:3](O)[CH2:2]1.C1(P(C2C=CC=CC=2)C2C=CC=CC=2)C=CC=CC=1.C(=O)=O.CC(OC(/N=N/C(OC(C)C)=O)=O)C. The catalyst is CC#N.O.CC(O)C. The product is [CH3:16][C:15]1[C:13](=[O:14])[N:12]=[C:10]2[N:9]([C@@H:1]3[O:8][C@H:5]([CH2:6][OH:7])[C@H:3]([O:11]2)[CH2:2]3)[CH:17]=1. The yield is 0.830. (5) The reactants are [Br:1][C:2]1[NH:6][C:5]([CH3:7])=[C:4]([C:8]([O:10][CH2:11][CH3:12])=[O:9])[CH:3]=1.[H-].[Na+].C1OCCOCCOCCOCCOC1.Cl.[N:31]1[CH:36]=[CH:35][CH:34]=[C:33]([S:37](Cl)(=[O:39])=[O:38])[CH:32]=1.C(=O)([O-])O.[Na+]. The catalyst is O1CCCC1. The product is [Br:1][C:2]1[N:6]([S:37]([C:33]2[CH:32]=[N:31][CH:36]=[CH:35][CH:34]=2)(=[O:39])=[O:38])[C:5]([CH3:7])=[C:4]([C:8]([O:10][CH2:11][CH3:12])=[O:9])[CH:3]=1. The yield is 0.640. (6) The reactants are Cl[C:2]1[CH:7]=[CH:6][C:5]([N+:8]([O-:10])=[O:9])=[CH:4][N:3]=1.[NH2:11][C:12]1[CH:13]=[C:14]([OH:19])[CH:15]=[CH:16][C:17]=1[Cl:18].C(=O)([O-])[O-].[K+].[K+].C(OCC)(=O)C. The catalyst is CN(C)C=O. The product is [Cl:18][C:17]1[CH:16]=[CH:15][C:14]([O:19][C:2]2[CH:7]=[CH:6][C:5]([N+:8]([O-:10])=[O:9])=[CH:4][N:3]=2)=[CH:13][C:12]=1[NH2:11]. The yield is 0.850. (7) The reactants are [Cl:1][C:2]1[C:3]([N:12]2[CH:16]=[C:15]([C:17](OC)=[O:18])[C:14]([CH3:21])=[N:13]2)=[N:4][CH:5]=[C:6]([C:8]([F:11])([F:10])[F:9])[CH:7]=1.[H-].C([Al+]CC(C)C)C(C)C.Cl. The catalyst is O1CCCC1. The product is [Cl:1][C:2]1[C:3]([N:12]2[CH:16]=[C:15]([CH:17]=[O:18])[C:14]([CH3:21])=[N:13]2)=[N:4][CH:5]=[C:6]([C:8]([F:10])([F:11])[F:9])[CH:7]=1. The yield is 0.270. (8) The reactants are [F:1][C:2]1([F:18])[CH2:6][N:5]([C:7]([O:9][C:10]([CH3:13])([CH3:12])[CH3:11])=[O:8])[C@H:4]([C:14](OC)=[O:15])[CH2:3]1.[NH3:19].CO. No catalyst specified. The product is [C:14]([C@@H:4]1[CH2:3][C:2]([F:18])([F:1])[CH2:6][N:5]1[C:7]([O:9][C:10]([CH3:13])([CH3:12])[CH3:11])=[O:8])(=[O:15])[NH2:19]. The yield is 0.543. (9) The catalyst is C1COCC1.CN(C=O)C. The product is [CH3:26][O:25][C:23]([C:21]1[C:20]([CH3:27])=[C:19]2[N:18]([CH:22]=1)[N:17]=[CH:16][N:15]=[C:14]2[CH:3]1[C:4]2[C:9](=[CH:8][CH:7]=[CH:6][CH:5]=2)[NH:1][C:2]1=[O:10])=[O:24]. The reactants are [NH:1]1[C:9]2[C:4](=[CH:5][CH:6]=[CH:7][CH:8]=2)[CH2:3][C:2]1=[O:10].[H-].[Na+].Cl[C:14]1[C:19]2=[C:20]([CH3:27])[C:21]([C:23]([O:25][CH3:26])=[O:24])=[CH:22][N:18]2[N:17]=[CH:16][N:15]=1.C(O)(=O)C. The yield is 0.720.